The task is: Predict the reactants needed to synthesize the given product.. This data is from Full USPTO retrosynthesis dataset with 1.9M reactions from patents (1976-2016). (1) Given the product [CH2:19]([C:3]1[C:4]([SiH:15]([CH3:18])[CH3:17])=[C:5]([OH:6])[CH:10]=[CH:11][CH:12]=1)[CH3:20], predict the reactants needed to synthesize it. The reactants are: [Mg].Br[C:3]1[CH:4]=[C:5]([CH:10]=[CH:11][CH:12]=1)[O:6][SiH](C)C.C([Si:15]([CH3:18])([CH3:17])Cl)C.[CH2:19]1COC[CH2:20]1. (2) The reactants are: [NH2:1][C:2]1[CH:14]=[C:13]([F:15])[C:5]([C:6]([O:8]C(C)(C)C)=[O:7])=[C:4]([F:16])[CH:3]=1.[CH:17]([C:19]1[CH:24]=[CH:23][C:22]([S:25](Cl)(=[O:27])=[O:26])=[CH:21][CH:20]=1)=[O:18].N1C=CC=CC=1. Given the product [F:16][C:4]1[CH:3]=[C:2]([NH:1][S:25]([C:22]2[CH:21]=[CH:20][C:19]([CH:17]=[O:18])=[CH:24][CH:23]=2)(=[O:27])=[O:26])[CH:14]=[C:13]([F:15])[C:5]=1[C:6]([OH:8])=[O:7], predict the reactants needed to synthesize it. (3) The reactants are: [CH3:1][O:2][C:3]([NH:5][C@H:6]([C:20]([NH:22][CH2:23][CH2:24][C:25]([F:49])([F:48])[CH2:26][C@@H:27]([C:43]([O:45][CH2:46][CH3:47])=[O:44])[N:28](C(OC(C)(C)C)=O)C(OC(C)(C)C)=O)=[O:21])[CH:7]([C:14]1[CH:19]=[CH:18][CH:17]=[CH:16][CH:15]=1)[C:8]1[CH:13]=[CH:12][CH:11]=[CH:10][CH:9]=1)=[O:4].C1(OC)C=CC=CC=1.C(O)(C(F)(F)F)=O.C([O-])(O)=O.[Na+]. Given the product [CH3:1][O:2][C:3]([NH:5][C@H:6]([C:20]([NH:22][CH2:23][CH2:24][C:25]([F:48])([F:49])[CH2:26][C@@H:27]([C:43]([O:45][CH2:46][CH3:47])=[O:44])[NH2:28])=[O:21])[CH:7]([C:14]1[CH:19]=[CH:18][CH:17]=[CH:16][CH:15]=1)[C:8]1[CH:9]=[CH:10][CH:11]=[CH:12][CH:13]=1)=[O:4], predict the reactants needed to synthesize it. (4) Given the product [Cl:1][C:2]1[N:7]=[CH:6][C:5]([C:8]([NH:11][C:12]2[CH:13]=[C:14]([NH:19][C:20](=[O:30])[C:21]3[CH:26]=[CH:25][CH:24]=[C:23]([N:27]([CH3:28])[CH3:29])[CH:22]=3)[CH:15]=[CH:16][C:17]=2[CH3:18])=[O:9])=[CH:4][CH:3]=1, predict the reactants needed to synthesize it. The reactants are: [Cl:1][C:2]1[N:7]=[CH:6][C:5]([C:8](Cl)=[O:9])=[CH:4][CH:3]=1.[NH2:11][C:12]1[CH:13]=[C:14]([NH:19][C:20](=[O:30])[C:21]2[CH:26]=[CH:25][CH:24]=[C:23]([N:27]([CH3:29])[CH3:28])[CH:22]=2)[CH:15]=[CH:16][C:17]=1[CH3:18].C(=O)([O-])[O-].[K+].[K+].CN(C=O)C. (5) Given the product [C:21]([O:20][C:18]([NH:17][C@@H:10]([CH2:11][C:12]1[S:13][CH:14]=[CH:15][N:16]=1)[C:9]([OH:25])=[O:8])=[O:19])([CH3:24])([CH3:22])[CH3:23], predict the reactants needed to synthesize it. The reactants are: C([O:8][C:9](=[O:25])[C@@H:10]([NH:17][C:18]([O:20][C:21]([CH3:24])([CH3:23])[CH3:22])=[O:19])[CH2:11][C:12]1[S:13][CH:14]=[CH:15][N:16]=1)C1C=CC=CC=1.O1CCCC1.[OH-].[Li+].C(O)(=O)CC(CC(O)=O)(C(O)=O)O. (6) The reactants are: [Br:1][C:2]1[CH:7]=[CH:6][C:5]([CH2:8]Br)=[CH:4][CH:3]=1.[CH3:10][O-:11].[Na+]. Given the product [CH3:10][O:11][CH2:8][C:5]1[CH:6]=[CH:7][C:2]([Br:1])=[CH:3][CH:4]=1, predict the reactants needed to synthesize it. (7) Given the product [C:1]1([C:23]2[CH:24]=[CH:25][CH:26]=[CH:27][CH:28]=2)[CH:2]=[CH:3][C:4]([CH2:7][C@@H:8]([NH:15][C:16]([O:18][C:19]([CH3:22])([CH3:20])[CH3:21])=[O:17])[CH2:9][C@@H:10]([CH3:14])[C:11]([OH:13])=[O:12])=[CH:5][CH:6]=1, predict the reactants needed to synthesize it. The reactants are: [C:1]1([C:23]2[CH:28]=[CH:27][CH:26]=[CH:25][CH:24]=2)[CH:6]=[CH:5][C:4]([CH2:7][C@@H:8]([NH:15][C:16]([O:18][C:19]([CH3:22])([CH3:21])[CH3:20])=[O:17])/[CH:9]=[C:10](\[CH3:14])/[C:11]([OH:13])=[O:12])=[CH:3][CH:2]=1.